From a dataset of Forward reaction prediction with 1.9M reactions from USPTO patents (1976-2016). Predict the product of the given reaction. (1) Given the reactants [Br:1][C:2]1[CH:3]=[CH:4][C:5]2[CH2:11][N:10]([C:12]3[CH:21]=[C:20](Cl)[C:19]4[C:14](=[CH:15][CH:16]=[C:17]([Cl:23])[CH:18]=4)[N:13]=3)[CH2:9][CH2:8][CH2:7][C:6]=2[CH:24]=1.[CH2:25]([NH2:28])[CH2:26][NH2:27], predict the reaction product. The product is: [Br:1][C:2]1[CH:3]=[CH:4][C:5]2[CH2:11][N:10]([C:12]3[CH:21]=[C:20]([NH:27][CH2:26][CH2:25][NH2:28])[C:19]4[C:14](=[CH:15][CH:16]=[C:17]([Cl:23])[CH:18]=4)[N:13]=3)[CH2:9][CH2:8][CH2:7][C:6]=2[CH:24]=1. (2) The product is: [CH2:14]([O:17][C:18]1[CH:24]=[C:23]([O:25][CH3:26])[CH:22]=[CH:21][C:19]=1[NH:20][C:1](=[O:3])[CH3:2])[CH:15]=[CH2:16]. Given the reactants [C:1](OC(=O)C)(=[O:3])[CH3:2].N1C=CC=CC=1.[CH2:14]([O:17][C:18]1[CH:24]=[C:23]([O:25][CH3:26])[CH:22]=[CH:21][C:19]=1[NH2:20])[CH:15]=[CH2:16].Cl, predict the reaction product. (3) The product is: [Cl:1][C:2]([Cl:54])([Cl:53])[CH2:3][O:4][C:5]([C@@H:7]1[CH2:12][CH2:11][CH2:10][N:9]([C:13](=[O:52])[C@@H:14]([NH:21][C:22](=[O:51])[C@@H:23]([NH:27][C:28](=[O:50])[C:29]([CH3:49])([CH3:48])/[CH:30]=[CH:31]/[C:32]2[CH:41]=[C:40]3[C:35]([CH:36]=[CH:37][C:38]([C@H:42]([O:44][C:45](=[O:47])[CH3:46])[CH3:43])=[N:39]3)=[CH:34][CH:33]=2)[CH:24]([CH3:26])[CH3:25])[CH2:15][O:58][CH3:57])[NH:8]1)=[O:6]. Given the reactants [Cl:1][C:2]([Cl:54])([Cl:53])[CH2:3][O:4][C:5]([C@@H:7]1[CH2:12][CH2:11][CH2:10][N:9]([C:13](=[O:52])[C@@H:14]([NH:21][C:22](=[O:51])[C@@H:23]([NH:27][C:28](=[O:50])[C:29]([CH3:49])([CH3:48])/[CH:30]=[CH:31]/[C:32]2[CH:41]=[C:40]3[C:35]([CH:36]=[CH:37][C:38]([C@H:42]([O:44][C:45](=[O:47])[CH3:46])[CH3:43])=[N:39]3)=[CH:34][CH:33]=2)[CH:24]([CH3:26])[CH3:25])[CH2:15]N2C=CC=N2)[NH:8]1)=[O:6].ClC(Cl)(Cl)[CH2:57][O:58]C([C@@H]1CCCN(C(=O)[C@@H](NC(=O)[C@@H](NC(OC(C)(C)C)=O)C(C)C)COC)N1)=O, predict the reaction product. (4) Given the reactants [ClH:1].[F:2][C:3]([F:13])([F:12])[C:4]1[CH:5]=[CH:6][C:7]([CH2:10]O)=[N:8][CH:9]=1.O=S(Cl)[Cl:16], predict the reaction product. The product is: [Cl:16][CH2:10][C:7]1[CH:6]=[CH:5][C:4]([C:3]([F:13])([F:12])[F:2])=[CH:9][N:8]=1.[ClH:1].[Cl:16][CH2:10][C:7]1[CH:6]=[CH:5][C:4]([C:3]([F:13])([F:12])[F:2])=[CH:9][N:8]=1. (5) Given the reactants C[O-].[Na+].[CH2:4]([C:6]1([CH3:15])[C:10](=[O:11])[CH2:9][C:8]([CH2:13][CH3:14])([CH3:12])[O:7]1)[CH3:5].[Br:16][C:17]1[CH:24]=[CH:23][C:20]([CH:21]=O)=[C:19]([CH2:25][CH3:26])[CH:18]=1.Cl, predict the reaction product. The product is: [Br:16][C:17]1[CH:24]=[CH:23][C:20]([CH:21]=[C:9]2[C:8]([CH2:13][CH3:14])([CH3:12])[O:7][C:6]([CH2:4][CH3:5])([CH3:15])[C:10]2=[O:11])=[C:19]([CH2:25][CH3:26])[CH:18]=1. (6) Given the reactants [Br:1][C:2]1[CH:3]=[C:4]([CH:7]=[C:8]([N+:11]([O-:13])=[O:12])[C:9]=1[OH:10])[CH:5]=O.[CH3:14]/[C:15](/[NH2:19])=[CH:16]\[C:17]#[N:18].[CH2:20]([CH:23]1[CH2:28][C:27](=[O:29])[CH2:26][C:25](=O)[CH2:24]1)[CH2:21][CH3:22], predict the reaction product. The product is: [Br:1][C:2]1[CH:3]=[C:4]([CH:5]2[C:26]3[C:27](=[O:29])[CH2:28][CH:23]([CH2:20][CH2:21][CH3:22])[CH2:24][C:25]=3[NH:19][C:15]([CH3:14])=[C:16]2[C:17]#[N:18])[CH:7]=[C:8]([N+:11]([O-:13])=[O:12])[C:9]=1[OH:10]. (7) Given the reactants [C:1]([C:5]1[S:6][C:7]([C:25]2[CH:30]=[CH:29][N:28]=[C:27](Cl)[N:26]=2)=[C:8]([C:10]2[CH:15]=[CH:14][CH:13]=[C:12]([NH:16][S:17](=[O:23])(=[O:22])[N:18]([CH2:20][CH3:21])[CH3:19])[C:11]=2[F:24])[N:9]=1)([CH3:4])([CH3:3])[CH3:2].[NH3:32], predict the reaction product. The product is: [NH2:32][C:27]1[N:26]=[C:25]([C:7]2[S:6][C:5]([C:1]([CH3:4])([CH3:3])[CH3:2])=[N:9][C:8]=2[C:10]2[CH:15]=[CH:14][CH:13]=[C:12]([NH:16][S:17](=[O:23])(=[O:22])[N:18]([CH2:20][CH3:21])[CH3:19])[C:11]=2[F:24])[CH:30]=[CH:29][N:28]=1. (8) Given the reactants [NH2:1][CH2:2][CH2:3][CH2:4][N:5]1[CH:9]=[C:8]([C:10]2[CH:15]=[CH:14][C:13]([CH2:16][CH3:17])=[CH:12][CH:11]=2)[C:7]([NH:18][C:19]([O:21][C:22]([CH3:25])([CH3:24])[CH3:23])=[O:20])=[CH:6]1.Cl[C:27]1[N:32]=[C:31]([NH2:33])[C:30]([N+:34]([O-:36])=[O:35])=[CH:29][CH:28]=1.CCN(C(C)C)C(C)C, predict the reaction product. The product is: [NH2:33][C:31]1[N:32]=[C:27]([NH:1][CH2:2][CH2:3][CH2:4][N:5]2[CH:9]=[C:8]([C:10]3[CH:15]=[CH:14][C:13]([CH2:16][CH3:17])=[CH:12][CH:11]=3)[C:7]([NH:18][C:19]([O:21][C:22]([CH3:24])([CH3:23])[CH3:25])=[O:20])=[CH:6]2)[CH:28]=[CH:29][C:30]=1[N+:34]([O-:36])=[O:35]. (9) Given the reactants C([O-])=O.[NH4+].[NH2:5][C:6]([C:8]1[CH:13]=[CH:12][C:11]([NH:14][C:15]([CH:17]2[CH2:22][CH2:21][CH2:20][N:19](CC3C=CC=CC=3)[CH2:18]2)=[O:16])=[CH:10][CH:9]=1)=[O:7], predict the reaction product. The product is: [NH2:5][C:6]([C:8]1[CH:13]=[CH:12][C:11]([NH:14][C:15]([CH:17]2[CH2:22][CH2:21][CH2:20][NH:19][CH2:18]2)=[O:16])=[CH:10][CH:9]=1)=[O:7].